This data is from Catalyst prediction with 721,799 reactions and 888 catalyst types from USPTO. The task is: Predict which catalyst facilitates the given reaction. (1) Reactant: O.[NH2:2][NH2:3].[F:4][C:5]1[CH:10]=[CH:9][C:8]([C:11]2[CH:12]=[C:13]3[C:18](=[CH:19][CH:20]=2)[CH:17]=[C:16]([S:21]([C:24]2[CH:33]=[CH:32][CH:31]=[CH:30][C:25]=2[C:26]([O:28][CH3:29])=O)(=[O:23])=[O:22])[CH:15]=[CH:14]3)=[CH:7][CH:6]=1. Product: [F:4][C:5]1[CH:10]=[CH:9][C:8]([C:11]2[CH:12]=[C:13]3[C:18](=[CH:19][CH:20]=2)[CH:17]=[C:16]([S:21]([C:24]2[CH:33]=[CH:32][CH:31]=[CH:30][C:25]=2[C:26]2[O:28][CH:29]=[N:2][N:3]=2)(=[O:23])=[O:22])[CH:15]=[CH:14]3)=[CH:7][CH:6]=1. The catalyst class is: 12. (2) Reactant: Cl[C:2]1[N:7]=[C:6]([NH:8][CH:9]([C:13]2[CH:18]=[CH:17][CH:16]=[CH:15][CH:14]=2)[C:10]([NH2:12])=[O:11])[CH:5]=[N:4][CH:3]=1.C([O-])([O-])=O.[K+].[K+].[Cl:25][C:26]1[CH:27]=[CH:28][C:29]([F:35])=[C:30](B(O)O)[CH:31]=1. Product: [Cl:25][C:26]1[CH:31]=[CH:30][C:29]([F:35])=[C:28]([C:2]2[N:7]=[C:6]([NH:8][CH:9]([C:13]3[CH:18]=[CH:17][CH:16]=[CH:15][CH:14]=3)[C:10]([NH2:12])=[O:11])[CH:5]=[N:4][CH:3]=2)[CH:27]=1. The catalyst class is: 108. (3) Reactant: [F:1][C:2]1[C:7]([C:8]2[C:13]([F:14])=[C:12]([F:15])[C:11](F)=[C:10]([F:17])[C:9]=2[F:18])=[C:6]([F:19])[C:5]([F:20])=[C:4]([F:21])[C:3]=1[F:22].[CH2:23]([O:30][C:31]([C:33]1[CH:39]=[CH:38][C:36]([O-:37])=[CH:35][CH:34]=1)=[O:32])[C:24]1[CH:29]=[CH:28][CH:27]=[CH:26][CH:25]=1.[K+].[K]. Product: [CH2:23]([O:30][C:31]([C:33]1[CH:34]=[CH:35][C:36]([O:37][C:11]2[C:10]([F:17])=[C:9]([F:18])[C:8]([C:7]3[C:2]([F:1])=[C:3]([F:22])[C:4]([F:21])=[C:5]([F:20])[C:6]=3[F:19])=[C:13]([F:14])[C:12]=2[F:15])=[CH:38][CH:39]=1)=[O:32])[C:24]1[CH:25]=[CH:26][CH:27]=[CH:28][CH:29]=1. The catalyst class is: 9. (4) Reactant: C([O-])([O-])=O.[K+].[K+].[OH:7][C:8]1[CH:9]=[C:10]([CH:14]=[CH:15][C:16]=1[CH3:17])[C:11]([OH:13])=[O:12].[CH2:18](Br)[C:19]1[CH:24]=[CH:23][CH:22]=[CH:21][CH:20]=1. Product: [CH2:18]([O:12][C:11](=[O:13])[C:10]1[CH:14]=[CH:15][C:16]([CH3:17])=[C:8]([O:7][CH2:11][C:10]2[CH:14]=[CH:15][CH:16]=[CH:8][CH:9]=2)[CH:9]=1)[C:19]1[CH:24]=[CH:23][CH:22]=[CH:21][CH:20]=1. The catalyst class is: 3. (5) Reactant: C(N(CC)CC)C.C(O[CH:13]=[CH:14][C:15](=O)[C:16]([O:18][CH3:19])=[O:17])CCC.Cl.[NH2:22][C:23]([NH2:25])=[NH:24]. Product: [NH2:25][C:23]1[N:24]=[C:15]([C:16]([O:18][CH3:19])=[O:17])[CH:14]=[CH:13][N:22]=1. The catalyst class is: 397. (6) Reactant: C(OC([N:8]1[CH2:13][CH2:12][CH:11]([NH:14][C:15]2[N:20]=[C:19]([NH:21][CH2:22][CH2:23][OH:24])[N:18]=[C:17]([O:25][CH3:26])[N:16]=2)[CH2:10][CH2:9]1)=O)(C)(C)C.Cl.O1CCOCC1.C(=O)([O-])[O-].[K+].[K+]. Product: [CH3:26][O:25][C:17]1[N:16]=[C:15]([NH:14][CH:11]2[CH2:10][CH2:9][NH:8][CH2:13][CH2:12]2)[N:20]=[C:19]([NH:21][CH2:22][CH2:23][OH:24])[N:18]=1. The catalyst class is: 8.